This data is from B-cell epitopes from IEDB database with 3,159 antigens for binding position prediction. The task is: Token-level Classification. Given an antigen amino acid sequence, predict which amino acid positions are active epitope sites capable of antibody binding. Output is a list of indices for active positions. (1) Given the antigen sequence: FFRENLALPQGKAREFSSEQTRANSPTRRELQVWGRDNNSPSEAGTAGTDRQGPVSFNLPQITLWQRPLVTVKVGGQLKEALLDTGADDTVLEEEINLPGKWKPKMIGGIGGFIKVKQYDQVSIEICGHKAIGTVLIGPTPVNIIGRNLLTQIGCTLNFPISPIETVPVKLKPGMDGPRVKQWPLTEEKIKALIEICTEMEKEGKISKIGPENPYNTPIFAIRKKDSTKWRKLVDFRELNKKTQDFWEVQLGIPHPAGLKKKKSVTVLDVGDAYFSVPLDEDFRKYTAFTIPSTNNETPGIRYQYNVLPQGWKGSPAIFQSSMTKILEPFRKQHPDIVIYQYMDDLYVGSDLEIGQHRIKIEELRQHLLAWGFTTPDKKHQKEPPFLWMGYELHPDKWTVQPIELPDKDSWTVNDIQKLVGKLNWASQIYPGIKVKQLCKLLRGTKALTEVIPLTKEAELELAENREILKEPVHGVYYDPSKDLIAELQKQGQGQWTYQI..., which amino acid positions are active epitope sites? The epitope positions are: [467, 468, 469, 470, 471, 472, 473, 474, 475]. The amino acids at these positions are: ILKEPVHGV. (2) Given the antigen sequence: MKSLSVSLVVLWLLLNWVNSQQNVQQSPESLIVPEGARTSLNCTFSDSASQYFWWYRQHSGKAPKALMSIFSNGEKEEGRFTIHLNKASLHFSLHIRDSQPSDSALYLCAVTLYGGSGNKLIFGTGTLLSVKP, which amino acid positions are active epitope sites? The epitope positions are: [30, 31, 32, 33, 34, 35, 36, 37, 38, 39, 40, 41]. The amino acids at these positions are: LIVPEGARTSLN.